This data is from Full USPTO retrosynthesis dataset with 1.9M reactions from patents (1976-2016). The task is: Predict the reactants needed to synthesize the given product. (1) Given the product [CH3:11][C:9]([C:8]1[CH:2]=[CH:3][C:4]([OH:5])=[CH:6][CH:7]=1)([C:12]1[CH:17]=[CH:16][C:15]([OH:18])=[CH:14][CH:13]=1)[CH3:10], predict the reactants needed to synthesize it. The reactants are: C[C:2]1[C:3](C)=[C:4]([CH:6]=[CH:7][C:8]=1[C:9]([C:12]1[CH:17]=[CH:16][C:15]([OH:18])=[CH:14][CH:13]=1)([CH3:11])[CH3:10])[OH:5].C(=O)(OC1C=CC=CC=1)OC1C=CC=CC=1.[OH-].C[N+](C)(C)C.[OH-].[Na+]. (2) Given the product [NH:16]1[C:17]2[C:13](=[CH:12][C:11]([S:8]([N:5]3[CH2:6][CH2:7][C@@H:3]([N:2]([CH3:23])[CH3:1])[CH2:4]3)(=[O:10])=[O:9])=[CH:19][CH:18]=2)[CH2:14][CH2:15]1, predict the reactants needed to synthesize it. The reactants are: [CH3:1][N:2]([CH3:23])[C@@H:3]1[CH2:7][CH2:6][N:5]([S:8]([C:11]2[CH:12]=[C:13]3[C:17](=[CH:18][CH:19]=2)[N:16](C(=O)C)[CH2:15][CH2:14]3)(=[O:10])=[O:9])[CH2:4]1.Cl. (3) Given the product [Br:12][C:13]1[C:26]2[C:17](=[N:18][C:19]3[C:24]([C:25]=2[S:1][C:2]2[CH:3]=[C:4]([CH:9]=[CH:10][CH:11]=2)[C:5]([O:7][CH3:8])=[O:6])=[CH:23][CH:22]=[C:21]([O:28][CH3:29])[CH:20]=3)[CH:16]=[CH:15][CH:14]=1, predict the reactants needed to synthesize it. The reactants are: [SH:1][C:2]1[CH:3]=[C:4]([CH:9]=[CH:10][CH:11]=1)[C:5]([O:7][CH3:8])=[O:6].[Br:12][C:13]1[C:26]2[C:17](=[N:18][C:19]3[C:24]([C:25]=2Cl)=[CH:23][CH:22]=[C:21]([O:28][CH3:29])[CH:20]=3)[CH:16]=[CH:15][CH:14]=1.[H-].[Na+]. (4) Given the product [F:1][C:2]1[CH:7]=[C:6]([F:8])[CH:5]=[CH:4][C:3]=1[CH2:9][CH2:10][C:11]1[N:12]([CH2:22][C:23]([N:40]([CH2:41][C:42]2[CH:47]=[CH:46][C:45]([C:48]3[CH:49]=[CH:50][C:51]([C:54]([F:56])([F:55])[F:57])=[CH:52][CH:53]=3)=[CH:44][CH:43]=2)[CH:37]2[CH2:36][CH2:35][N:34]([C:27]([CH3:26])([CH3:33])[C:28]([O:30][CH2:31][CH3:32])=[O:29])[CH2:39][CH2:38]2)=[O:24])[C:13]2[C:18]([C:19](=[O:21])[N:20]=1)=[CH:17][CH:16]=[CH:15][CH:14]=2, predict the reactants needed to synthesize it. The reactants are: [F:1][C:2]1[CH:7]=[C:6]([F:8])[CH:5]=[CH:4][C:3]=1[CH2:9][CH2:10][C:11]1[N:12]([CH2:22][C:23](O)=[O:24])[C:13]2[C:18]([C:19](=[O:21])[N:20]=1)=[CH:17][CH:16]=[CH:15][CH:14]=2.[CH3:26][C:27]([N:34]1[CH2:39][CH2:38][CH:37]([NH:40][CH2:41][C:42]2[CH:47]=[CH:46][C:45]([C:48]3[CH:53]=[CH:52][C:51]([C:54]([F:57])([F:56])[F:55])=[CH:50][CH:49]=3)=[CH:44][CH:43]=2)[CH2:36][CH2:35]1)([CH3:33])[C:28]([O:30][CH2:31][CH3:32])=[O:29].CCN(C(C)C)C(C)C.CN(C(ON1N=NC2C=CC=NC1=2)=[N+](C)C)C.F[P-](F)(F)(F)(F)F. (5) Given the product [CH3:30][C:31]([CH3:34])([CH2:32][CH3:33])[C:3](=[O:5])[C:2]([N:6]1[CH2:10][CH2:9][CH2:8][CH:7]1[C:11](=[O:29])[CH:12]([CH2:13][CH2:14][C:15]1[CH:20]=[CH:19][CH:18]=[CH:17][CH:16]=1)[CH2:21][CH2:22][C:23]1[CH:24]=[CH:25][CH:26]=[CH:27][CH:28]=1)=[O:1], predict the reactants needed to synthesize it. The reactants are: [O:1]=[C:2]([N:6]1[CH2:10][CH2:9][CH2:8][CH:7]1[C:11](=[O:29])[CH:12]([CH2:21][CH2:22][C:23]1[CH:28]=[CH:27][CH:26]=[CH:25][CH:24]=1)[CH2:13][CH2:14][C:15]1[CH:20]=[CH:19][CH:18]=[CH:17][CH:16]=1)[C:3]([OH:5])=O.[CH3:30][C:31]([Mg]Cl)([CH3:34])[CH2:32][CH3:33].[Cl-].[NH4+]. (6) Given the product [N:5]1[CH:4]=[C:3]([C:1]#[C:2][C:13]2[CH:14]=[C:15]([NH:20][C:21](=[O:40])[C:22]3[CH:27]=[CH:26][C:25]([CH2:28][N:29]4[CH2:30][CH2:31][N:32]([CH3:35])[CH2:33][CH2:34]4)=[C:24]([C:36]([F:37])([F:38])[F:39])[CH:23]=3)[CH:16]=[CH:17][C:18]=2[CH3:19])[N:7]2[C:6]=1[CH:11]=[CH:10][CH:9]=[N:8]2, predict the reactants needed to synthesize it. The reactants are: [C:1]([C:3]1[N:7]2[N:8]=[CH:9][CH:10]=[CH:11][C:6]2=[N:5][CH:4]=1)#[CH:2].I[C:13]1[CH:14]=[C:15]([NH:20][C:21](=[O:40])[C:22]2[CH:27]=[CH:26][C:25]([CH2:28][N:29]3[CH2:34][CH2:33][N:32]([CH3:35])[CH2:31][CH2:30]3)=[C:24]([C:36]([F:39])([F:38])[F:37])[CH:23]=2)[CH:16]=[CH:17][C:18]=1[CH3:19]. (7) Given the product [Br:11][C:12]1[CH:17]=[CH:16][C:15]([O:18][CH2:3][CH2:4][N:5]2[CH2:10][CH2:9][O:8][CH2:7][CH2:6]2)=[CH:14][CH:13]=1, predict the reactants needed to synthesize it. The reactants are: ClC[CH2:3][CH2:4][N:5]1[CH2:10][CH2:9][O:8][CH2:7][CH2:6]1.[Br:11][C:12]1[CH:17]=[CH:16][C:15]([OH:18])=[CH:14][CH:13]=1.C(=O)([O-])[O-].[K+].[K+].CN(C=O)C.